From a dataset of Reaction yield outcomes from USPTO patents with 853,638 reactions. Predict the reaction yield, written as a fraction of the theoretical maximum amount of product (1.0 means a 100% yield; for example, 0.34 means a 34% yield). (1) The reactants are Br[C:2]1[CH:3]=[N:4][CH:5]=[C:6]2[C:11]=1[N:10]=[C:9]([C:12]([NH2:14])=[O:13])[CH:8]=[CH:7]2.B(O)(O)[C:16]1[CH:17]=[CH:18][C:19]([CH3:22])=[CH:20][CH:21]=1.C(=O)([O-])[O-].[Cs+].[Cs+]. The catalyst is O1CCOCC1.O.C1(P([C-]2C=CC=C2)C2C=CC=CC=2)C=CC=CC=1.[C-]1(P(C2C=CC=CC=2)C2C=CC=CC=2)C=CC=C1.[Fe+2].[Pd](Cl)Cl. The product is [C:19]1([CH3:22])[CH:20]=[CH:21][CH:16]=[CH:17][C:18]=1[C:2]1[CH:3]=[N:4][CH:5]=[C:6]2[C:11]=1[N:10]=[C:9]([C:12]([NH2:14])=[O:13])[CH:8]=[CH:7]2. The yield is 0.620. (2) The reactants are [Cl:1][C:2]1[CH:7]=[CH:6][N:5]=[C:4]([N:8]2[CH2:19][CH2:18][N:17]3[C:10](=[CH:11][C:12]4[CH2:13][C:14]([CH3:21])([CH3:20])[CH2:15][C:16]=43)[C:9]2=[O:22])[C:3]=1[CH2:23][OH:24].C(N(CC)CC)C.[C:32](Cl)(=[O:34])[CH3:33]. The catalyst is C1COCC1. The product is [C:32]([O:24][CH2:23][C:3]1[C:4]([N:8]2[CH2:19][CH2:18][N:17]3[C:10](=[CH:11][C:12]4[CH2:13][C:14]([CH3:21])([CH3:20])[CH2:15][C:16]=43)[C:9]2=[O:22])=[N:5][CH:6]=[CH:7][C:2]=1[Cl:1])(=[O:34])[CH3:33]. The yield is 0.760. (3) The reactants are [C:1]([C:5]1[CH:9]=[C:8]([C:10]2[CH:15]=[CH:14][CH:13]=[CH:12][CH:11]=2)[NH:7][N:6]=1)([CH3:4])([CH3:3])[CH3:2].Cl[CH2:17][C:18]1[CH:25]=[CH:24][C:21]([CH2:22][OH:23])=[CH:20][CH:19]=1.C(=O)([O-])[O-].[K+].[K+].CN(C)C=O. The catalyst is O. The product is [C:1]([C:5]1[CH:9]=[C:8]([C:10]2[CH:15]=[CH:14][CH:13]=[CH:12][CH:11]=2)[N:7]([CH2:17][C:18]2[CH:25]=[CH:24][C:21]([CH2:22][OH:23])=[CH:20][CH:19]=2)[N:6]=1)([CH3:4])([CH3:2])[CH3:3]. The yield is 0.200. (4) The reactants are [CH3:1][C:2]1[N:7]=[C:6]([C:8]2[C:17]3[C:12](=[CH:13][CH:14]=[CH:15][CH:16]=3)[C:11](C(O)=O)=[CH:10][CH:9]=2)[CH:5]=[CH:4][CH:3]=1.C([N:23]([CH2:26]C)CC)C.C1(P(N=[N+]=[N-])(C2C=CC=CC=2)=[O:35])C=CC=CC=1.[CH3:45][O:46][C:47]1[CH:48]=[C:49]2[C:53](=[CH:54][C:55]=1[N:56]1[CH2:61][C@H:60]([CH3:62])[N:59]([CH3:63])[C@H:58]([CH3:64])[CH2:57]1)[NH:52][CH2:51][CH2:50]2. The catalyst is C1(C)C=CC=CC=1.C(Cl)Cl. The product is [CH3:45][O:46][C:47]1[CH:48]=[C:49]2[C:53](=[CH:54][C:55]=1[N:56]1[CH2:57][C@H:58]([CH3:64])[N:59]([CH3:63])[C@H:60]([CH3:62])[CH2:61]1)[N:52]([C:26]([NH:23][C:11]1[C:12]3[C:17](=[CH:16][CH:15]=[CH:14][CH:13]=3)[C:8]([C:6]3[CH:5]=[CH:4][CH:3]=[C:2]([CH3:1])[N:7]=3)=[CH:9][CH:10]=1)=[O:35])[CH2:51][CH2:50]2. The yield is 0.520. (5) The reactants are Cl[CH2:2][CH2:3][CH2:4][O:5][C:6]1[CH:7]=[C:8]([C:12]2[S:20][C:19]3[C:14](=[N:15][CH:16]=[CH:17][C:18]=3[O:21][C:22]3[CH:27]=[CH:26][C:25]([NH:28][C:29](=[O:42])[CH2:30][C:31]([NH:33][C:34]4[CH:39]=[CH:38][CH:37]=[CH:36][C:35]=4[O:40][CH3:41])=[O:32])=[CH:24][C:23]=3[F:43])[CH:13]=2)[CH:9]=[CH:10][CH:11]=1.[N-:44]=[N+]=[N-].[Na+]. The catalyst is CN(C=O)C. The product is [NH2:44][CH2:2][CH2:3][CH2:4][O:5][C:6]1[CH:7]=[C:8]([C:12]2[S:20][C:19]3[C:14](=[N:15][CH:16]=[CH:17][C:18]=3[O:21][C:22]3[CH:27]=[CH:26][C:25]([NH:28][C:29](=[O:42])[CH2:30][C:31]([NH:33][C:34]4[CH:39]=[CH:38][CH:37]=[CH:36][C:35]=4[O:40][CH3:41])=[O:32])=[CH:24][C:23]=3[F:43])[CH:13]=2)[CH:9]=[CH:10][CH:11]=1. The yield is 0.520. (6) The reactants are Cl[C:2]1[CH:7]=[CH:6][N:5]=[C:4]2[NH:8][CH:9]=[CH:10][C:3]=12.[I-:11].[Na+].C(#N)C.[C:16](Cl)(=[O:18])[CH3:17]. The product is [I:11][C:2]1[CH:7]=[CH:6][N:5]=[C:4]2[N:8]([C:16](=[O:18])[CH3:17])[CH:9]=[CH:10][C:3]=12. The yield is 0.510. The catalyst is O.CCOC(C)=O. (7) The reactants are [CH2:1]([Li])CCC.[NH2:6][C:7]1(C)C=CC=[CH:9][NH:8]1.C[Si](C)(C)N[Si](C)(C)C.[C:23](=[O:28])(SC)[S:24]C.O1[CH2:33][CH2:32][CH2:31][CH2:30]1. The catalyst is O. The product is [CH3:1][O:24][C:23](=[S:28])[NH:6][C:7]1[C:31]([CH3:30])=[CH:32][CH:33]=[CH:9][N:8]=1. The yield is 0.240. (8) The reactants are [Cl:1][C:2]1[CH:7]=[CH:6][C:5]([C:8]2[C:17]3[C:12](=[CH:13][CH:14]=[C:15]([C:18]([NH2:20])=[O:19])[CH:16]=3)[CH:11]=[N:10][CH:9]=2)=[CH:4][CH:3]=1.Cl.O1CCOCC1. The catalyst is CO. The product is [ClH:1].[Cl:1][C:2]1[CH:3]=[CH:4][C:5]([C:8]2[C:17]3[C:12](=[CH:13][CH:14]=[C:15]([C:18]([NH2:20])=[O:19])[CH:16]=3)[CH:11]=[N:10][CH:9]=2)=[CH:6][CH:7]=1. The yield is 0.930.